The task is: Predict which catalyst facilitates the given reaction.. This data is from Catalyst prediction with 721,799 reactions and 888 catalyst types from USPTO. (1) Reactant: [CH3:1][C:2]1[CH:8]=[CH:7][CH:6]=[C:5]([CH:9]([CH3:11])[CH3:10])[C:3]=1[NH2:4].[C:12]([C:15]1[CH:20]=[CH:19][CH:18]=[C:17]([C:21](=O)[CH3:22])[N:16]=1)(=O)[CH3:13]. Product: [CH3:1][C:2]1[CH:8]=[CH:7][CH:6]=[C:5]([CH:9]([CH3:11])[CH3:10])[C:3]=1[N:4]=[C:12]([C:15]1[CH:20]=[CH:19][CH:18]=[C:17]([C:21](=[N:4][C:3]2[C:5]([CH:9]([CH3:10])[CH3:11])=[CH:6][CH:7]=[CH:8][C:2]=2[CH3:1])[CH3:22])[N:16]=1)[CH3:13]. The catalyst class is: 212. (2) Reactant: [CH3:1][O:2][C:3]1[CH:4]=[C:5]([N:11]2[CH:15]=[C:14]([CH:16]=[O:17])[C:13]([CH3:18])=[N:12]2)[CH:6]=[C:7]([O:9][CH3:10])[CH:8]=1.[CH:19]1([Mg]Br)[CH2:24][CH2:23][CH2:22][CH2:21][CH2:20]1. Product: [CH:19]1([CH:16]([C:14]2[C:13]([CH3:18])=[N:12][N:11]([C:5]3[CH:4]=[C:3]([O:2][CH3:1])[CH:8]=[C:7]([O:9][CH3:10])[CH:6]=3)[CH:15]=2)[OH:17])[CH2:24][CH2:23][CH2:22][CH2:21][CH2:20]1. The catalyst class is: 7. (3) Reactant: [NH2:1][C:2]1[CH:7]=[C:6]([Br:8])[CH:5]=[CH:4][C:3]=1[NH:9][C:10]([C@@H:12]1[CH2:20][C@H:19]2[C@H:14]([CH2:15][CH2:16][CH2:17][CH2:18]2)[N:13]1[C:21]([O:23][C:24]([CH3:27])([CH3:26])[CH3:25])=[O:22])=O.NC1C=CC(Br)=CC=1NC([C@@H]1C[C@H]2[C@H](CCCC2)N1C(OC(C)(C)C)=O)=O. Product: [Br:8][C:6]1[CH:5]=[CH:4][C:3]2[N:9]=[C:10]([C@@H:12]3[CH2:20][C@H:19]4[C@H:14]([CH2:15][CH2:16][CH2:17][CH2:18]4)[N:13]3[C:21]([O:23][C:24]([CH3:27])([CH3:26])[CH3:25])=[O:22])[NH:1][C:2]=2[CH:7]=1. The catalyst class is: 15. (4) Reactant: [F:1][C:2]([F:23])([C:6]([F:22])([F:21])[C:7]1[N:11]=[C:10]([C:12]2[CH:17]=[CH:16][C:15]([N+:18]([O-])=O)=[CH:14][CH:13]=2)[NH:9][N:8]=1)[C:3]([OH:5])=[O:4].O.O.[Sn](Cl)[Cl:27].C(=O)([O-])O.[Na+]. Product: [ClH:27].[NH2:18][C:15]1[CH:14]=[CH:13][C:12]([C:10]2[NH:9][N:8]=[C:7]([C:6]([F:22])([F:21])[C:2]([F:23])([F:1])[C:3]([OH:5])=[O:4])[N:11]=2)=[CH:17][CH:16]=1. The catalyst class is: 40. (5) Reactant: [CH3:1][C:2]1[O:6][N:5]=[C:4]([C:7]2[CH:12]=[CH:11][CH:10]=[CH:9][CH:8]=2)[C:3]=1[CH2:13][NH:14][C:15]1[CH:23]=[CH:22][C:18]([C:19]([OH:21])=O)=[CH:17][N:16]=1.F[B-](F)(F)F.N1(OC(N(C)C)=[N+](C)C)C2C=CC=CC=2N=N1.C(N(CC)C(C)C)(C)C.[CH2:55]([CH2:57][NH2:58])[OH:56]. Product: [OH:56][CH2:55][CH2:57][NH:58][C:19](=[O:21])[C:18]1[CH:22]=[CH:23][C:15]([NH:14][CH2:13][C:3]2[C:4]([C:7]3[CH:8]=[CH:9][CH:10]=[CH:11][CH:12]=3)=[N:5][O:6][C:2]=2[CH3:1])=[N:16][CH:17]=1. The catalyst class is: 399. (6) Reactant: [F:1][C:2]1[C:3]([NH2:8])=[N:4][CH:5]=[CH:6][CH:7]=1.[Br:9]N1C(=O)CCC1=O. Product: [Br:9][C:6]1[CH:7]=[C:2]([F:1])[C:3]([NH2:8])=[N:4][CH:5]=1. The catalyst class is: 291.